Dataset: Cav3 T-type calcium channel HTS with 100,875 compounds. Task: Binary Classification. Given a drug SMILES string, predict its activity (active/inactive) in a high-throughput screening assay against a specified biological target. (1) The molecule is Clc1ccc(c2nc(on2)CSc2n(c(nn2)Cc2ccccc2)c2ccc(F)cc2)cc1. The result is 0 (inactive). (2) The drug is Clc1c(S(=O)(=O)N2CCOCC2)cc(c(Cl)c1)C(OCc1oc(nn1)c1ccccc1)=O. The result is 0 (inactive). (3) The molecule is s1c2c(nc1N1CCCCC1)CC(CC2=O)(C)C. The result is 0 (inactive).